Dataset: Full USPTO retrosynthesis dataset with 1.9M reactions from patents (1976-2016). Task: Predict the reactants needed to synthesize the given product. (1) Given the product [C:66]([C:64]1[CH:63]=[CH:62][N:61]=[C:60]([N:22]2[C:21]3[CH:20]=[C:19]([N:9]4[C:8]5[CH:7]=[C:6]([N:1]6[CH:5]=[CH:4][CH:3]=[N:2]6)[CH:18]=[CH:17][C:16]=5[C:15]5[C:10]4=[CH:11][CH:12]=[CH:13][CH:14]=5)[CH:31]=[CH:30][C:29]=3[C:28]3[C:23]2=[CH:24][CH:25]=[CH:26][CH:27]=3)[CH:65]=1)([CH3:69])([CH3:68])[CH3:67], predict the reactants needed to synthesize it. The reactants are: [N:1]1([C:6]2[CH:18]=[CH:17][C:16]3[C:15]4[C:10](=[CH:11][CH:12]=[CH:13][CH:14]=4)[N:9]([C:19]4[CH:31]=[CH:30][C:29]5[C:28]6[C:23](=[CH:24][CH:25]=[CH:26][CH:27]=6)[NH:22][C:21]=5[CH:20]=4)[C:8]=3[CH:7]=2)[CH:5]=[CH:4][CH:3]=[N:2]1.CC(P(C(C)(C)C)C1C(C2C=CC=CC=2)=CC=CC=1)(C)C.CC([O-])(C)C.[Na+].Br[C:60]1[CH:65]=[C:64]([C:66]([CH3:69])([CH3:68])[CH3:67])[CH:63]=[CH:62][N:61]=1. (2) Given the product [O:30]=[C:29]1[CH2:28][C@@H:23]2[C@H:22]([CH2:27][CH2:26][CH2:25][CH2:24]2)[N:21]1[CH:18]1[CH2:17][CH2:16][N:15]([C:2]2([CH3:1])[CH2:3][CH2:4][N:5]([C:8]([O:10][C:11]([CH3:12])([CH3:14])[CH3:13])=[O:9])[CH2:6][CH2:7]2)[CH2:20][CH2:19]1, predict the reactants needed to synthesize it. The reactants are: [CH3:1][C:2]1([N:15]2[CH2:20][CH2:19][CH:18]([NH:21][C@H:22]3[CH2:27][CH2:26][CH2:25][CH2:24][C@@H:23]3[CH2:28][C:29](O)=[O:30])[CH2:17][CH2:16]2)[CH2:7][CH2:6][N:5]([C:8]([O:10][C:11]([CH3:14])([CH3:13])[CH3:12])=[O:9])[CH2:4][CH2:3]1.C(N(C(C)C)CC)(C)C.CN(C(ON1N=NC2C=CC=NC1=2)=[N+](C)C)C.F[P-](F)(F)(F)(F)F. (3) Given the product [N:1]1[C:10]2[C:5](=[CH:6][C:7]([CH2:11][N:12]3[C:16]4=[N:17][C:18]([C:21]5[CH:22]=[C:23]([CH:28]=[CH:29][CH:30]=5)[C:24]([OH:26])=[O:25])=[CH:19][CH:20]=[C:15]4[N:14]=[N:13]3)=[CH:8][CH:9]=2)[CH:4]=[CH:3][CH:2]=1, predict the reactants needed to synthesize it. The reactants are: [N:1]1[C:10]2[C:5](=[CH:6][C:7]([CH2:11][N:12]3[C:16]4=[N:17][C:18]([C:21]5[CH:22]=[C:23]([CH:28]=[CH:29][CH:30]=5)[C:24]([O:26]C)=[O:25])=[CH:19][CH:20]=[C:15]4[N:14]=[N:13]3)=[CH:8][CH:9]=2)[CH:4]=[CH:3][CH:2]=1.[OH-].[Li+].Cl. (4) The reactants are: C[O:2][C:3]1[CH:8]=[C:7]([CH:9]([C:11]2[N:16]3[N:17]=[C:18]([NH:20][C:21]4[CH:26]=[CH:25][C:24]([C:27]([F:30])([F:29])[F:28])=[CH:23][CH:22]=4)[N:19]=[C:15]3[CH:14]=[CH:13][CH:12]=2)[CH3:10])[CH:6]=[CH:5][N:4]=1.CS(OS(C)(=O)=O)(=O)=O.C(N(CC)C(C)C)(C)C.N#N.[H][H]. Given the product [F:29][C:27]([F:28])([F:30])[C:24]1[CH:25]=[CH:26][C:21]([NH:20][C:18]2[N:19]=[C:15]3[CH:14]=[CH:13][CH:12]=[C:11]([CH:9]([C:7]4[CH:6]=[CH:5][NH:4][C:3](=[O:2])[CH:8]=4)[CH3:10])[N:16]3[N:17]=2)=[CH:22][CH:23]=1, predict the reactants needed to synthesize it. (5) Given the product [CH:24]1([O:1][N:2]2[C:7]([CH3:9])([CH3:8])[CH2:6][CH:5]([O:10][C:11](=[O:18])[C:12]3[CH:17]=[CH:16][CH:15]=[CH:14][CH:13]=3)[CH2:4][C:3]2([CH3:20])[CH3:19])[CH2:29][CH2:28][CH2:27][CH2:26][CH2:25]1, predict the reactants needed to synthesize it. The reactants are: [OH:1][N:2]1[C:7]([CH3:9])([CH3:8])[CH2:6][CH:5]([O:10][C:11](=[O:18])[C:12]2[CH:17]=[CH:16][CH:15]=[CH:14][CH:13]=2)[CH2:4][C:3]1([CH3:20])[CH3:19].C(#N)C.[CH2:24]1[CH2:29][CH2:28][CH2:27][CH2:26][CH2:25]1.OO. (6) The reactants are: [CH2:1]([N:3]([CH2:15][CH3:16])[C:4](=[O:14])[C:5]1[CH:10]=[CH:9][C:8]([CH2:11][CH2:12][CH3:13])=[CH:7][CH:6]=1)[CH3:2].C([Li])(CC)C.[CH3:22][S:23]SC. Given the product [CH2:15]([N:3]([CH2:1][CH3:2])[C:4](=[O:14])[C:5]1[CH:10]=[CH:9][C:8]([CH2:11][CH2:12][CH3:13])=[CH:7][C:6]=1[S:23][CH3:22])[CH3:16], predict the reactants needed to synthesize it.